From a dataset of Catalyst prediction with 721,799 reactions and 888 catalyst types from USPTO. Predict which catalyst facilitates the given reaction. (1) The catalyst class is: 8. Product: [CH2:11]([O:13][CH2:14][CH2:15][N:3]([CH2:4][C:5]1[CH:10]=[CH:9][CH:8]=[CH:7][CH:6]=1)[CH2:1][CH3:2])[CH3:12]. Reactant: [CH2:1]([NH:3][CH2:4][C:5]1[CH:10]=[CH:9][CH:8]=[CH:7][CH:6]=1)[CH3:2].[CH2:11]([O:13][CH2:14][CH2:15]Br)[CH3:12]. (2) Reactant: OS(O)(=O)=O.[NH2:6][C:7]1[CH:15]=[CH:14][C:13]([OH:16])=[CH:12][C:8]=1[C:9]([OH:11])=[O:10].[C:17]([O-])(O)=O.[Na+]. Product: [NH2:6][C:7]1[CH:15]=[CH:14][C:13]([OH:16])=[CH:12][C:8]=1[C:9]([O:11][CH3:17])=[O:10]. The catalyst class is: 5. (3) Reactant: [NH2:1][C:2]1[N:7]=[C:6]([N:8]2[CH2:13][CH2:12][CH2:11][C@H:10]([C:14]([NH:16][C:17]3[CH:22]=[CH:21][CH:20]=[CH:19][C:18]=3[F:23])=[O:15])[CH2:9]2)[CH:5]=[C:4]([C:24]2[CH:29]=[CH:28][C:27]([C:30]#[N:31])=[C:26](F)[CH:25]=2)[N:3]=1.CCN(C(C)C)C(C)C.[NH2:42][NH2:43]. Product: [NH2:1][C:2]1[N:7]=[C:6]([N:8]2[CH2:13][CH2:12][CH2:11][C@H:10]([C:14]([NH:16][C:17]3[CH:22]=[CH:21][CH:20]=[CH:19][C:18]=3[F:23])=[O:15])[CH2:9]2)[CH:5]=[C:4]([C:24]2[CH:25]=[C:26]3[C:27]([C:30]([NH2:31])=[N:42][NH:43]3)=[CH:28][CH:29]=2)[N:3]=1. The catalyst class is: 14. (4) Reactant: [CH3:1][C:2]1[CH:7]=[CH:6][C:5]([C:8](=O)[CH2:9][C:10]([O:12]C)=[O:11])=[CH:4][CH:3]=1.Cl.[NH2:16]O.[OH-].[Na+].O. Product: [CH3:1][C:2]1[CH:7]=[CH:6][C:5]([C:8]2[CH:9]=[C:10]([OH:12])[O:11][N:16]=2)=[CH:4][CH:3]=1. The catalyst class is: 5.